Dataset: Forward reaction prediction with 1.9M reactions from USPTO patents (1976-2016). Task: Predict the product of the given reaction. (1) Given the reactants Br[C:2]1[C:9]([CH3:10])=[CH:8][C:7]([CH3:11])=[C:6]([CH3:12])[C:3]=1[CH:4]=[O:5].[CH:13](/B(O)O)=[CH:14]\C.[C:19](=O)([O-])[O-].[K+].[K+], predict the reaction product. The product is: [CH3:19][C:2]1[C:9]([CH3:10])=[CH:8][C:7]([CH3:11])=[C:6](/[CH:12]=[CH:13]/[CH3:14])[C:3]=1[CH:4]=[O:5]. (2) The product is: [C:1]([O:5][C:6]([N:8]1[CH2:13][CH2:12][CH:11]([N:14]([CH2:25][C:26]2[CH:27]=[C:28]([C:36]([F:38])([F:39])[F:37])[CH:29]=[C:30]([C:32]([F:33])([F:34])[F:35])[CH:31]=2)[C:15]2[CH:20]=[CH:19][C:18]([Br:21])=[CH:17][CH:16]=2)[CH2:10][CH:9]1[CH2:22][CH3:23])=[O:7])([CH3:4])([CH3:3])[CH3:2]. Given the reactants [C:1]([O:5][C:6]([N:8]1[CH2:13][CH2:12][CH:11]([NH:14][C:15]2[CH:20]=[CH:19][C:18]([Br:21])=[CH:17][CH:16]=2)[CH2:10][CH:9]1[CH2:22][CH3:23])=[O:7])([CH3:4])([CH3:3])[CH3:2].Br[CH2:25][C:26]1[CH:31]=[C:30]([C:32]([F:35])([F:34])[F:33])[CH:29]=[C:28]([C:36]([F:39])([F:38])[F:37])[CH:27]=1.C(=O)([O-])[O-].[K+].[K+].[I-].[Na+], predict the reaction product. (3) Given the reactants [Cl:1][C:2]1[CH:3]=[C:4]([C:10]2[CH:11]=[C:12]3[C:17](=[CH:18][CH:19]=2)[N:16]=[CH:15][C:14]([C:20](=[O:23])[CH2:21][CH3:22])=[C:13]3[NH:24][C:25]2[CH:26]=[CH:27][C:28]([N:31]3[CH2:36][CH2:35][CH2:34][CH:33]([NH:37]C(=O)OC(C)(C)C)[CH2:32]3)=[N:29][CH:30]=2)[CH:5]=[C:6]([Cl:9])[C:7]=1[OH:8].Cl, predict the reaction product. The product is: [NH2:37][CH:33]1[CH2:34][CH2:35][CH2:36][N:31]([C:28]2[N:29]=[CH:30][C:25]([NH:24][C:13]3[C:12]4[C:17](=[CH:18][CH:19]=[C:10]([C:4]5[CH:3]=[C:2]([Cl:1])[C:7]([OH:8])=[C:6]([Cl:9])[CH:5]=5)[CH:11]=4)[N:16]=[CH:15][C:14]=3[C:20](=[O:23])[CH2:21][CH3:22])=[CH:26][CH:27]=2)[CH2:32]1. (4) Given the reactants [F:1][C:2]1[CH:3]=[CH:4][C:5]([C:26]2[C:31]([CH3:32])=[CH:30][C:29]([OH:33])=[CH:28][C:27]=2[CH3:34])=[C:6]2[C:10]=1[C@H:9]([O:11][C:12]1[CH:25]=[CH:24][C:15]3[C@H:16]([CH2:19][C:20]([O:22]C)=[O:21])[CH2:17][O:18][C:14]=3[CH:13]=1)[CH2:8][CH2:7]2.C([O-])([O-])=O.[Cs+].[Cs+].[O:41]1[C:43]2([CH2:48][CH2:47][S:46][CH2:45][CH2:44]2)[CH2:42]1.Cl, predict the reaction product. The product is: [F:1][C:2]1[CH:3]=[CH:4][C:5]([C:26]2[C:31]([CH3:32])=[CH:30][C:29]([O:33][CH2:42][C:43]3([OH:41])[CH2:48][CH2:47][S:46][CH2:45][CH2:44]3)=[CH:28][C:27]=2[CH3:34])=[C:6]2[C:10]=1[C@H:9]([O:11][C:12]1[CH:25]=[CH:24][C:15]3[C@H:16]([CH2:19][C:20]([OH:22])=[O:21])[CH2:17][O:18][C:14]=3[CH:13]=1)[CH2:8][CH2:7]2.